Regression. Given a peptide amino acid sequence and an MHC pseudo amino acid sequence, predict their binding affinity value. This is MHC class II binding data. From a dataset of Peptide-MHC class II binding affinity with 134,281 pairs from IEDB. The peptide sequence is RQSGATIADVLAEKE. The MHC is HLA-DQA10301-DQB10302 with pseudo-sequence HLA-DQA10301-DQB10302. The binding affinity (normalized) is 0.392.